Task: Regression. Given two drug SMILES strings and cell line genomic features, predict the synergy score measuring deviation from expected non-interaction effect.. Dataset: NCI-60 drug combinations with 297,098 pairs across 59 cell lines (1) Drug 1: CC1=C(C=C(C=C1)NC2=NC=CC(=N2)N(C)C3=CC4=NN(C(=C4C=C3)C)C)S(=O)(=O)N.Cl. Drug 2: C1C(C(OC1N2C=NC(=NC2=O)N)CO)O. Cell line: SK-MEL-28. Synergy scores: CSS=-1.10, Synergy_ZIP=0.594, Synergy_Bliss=2.31, Synergy_Loewe=-7.62, Synergy_HSA=-2.10. (2) Cell line: HL-60(TB). Synergy scores: CSS=-1.25, Synergy_ZIP=2.17, Synergy_Bliss=3.03, Synergy_Loewe=-0.111, Synergy_HSA=-0.298. Drug 2: C1CN(P(=O)(OC1)NCCCl)CCCl. Drug 1: C1=CC=C(C(=C1)C(C2=CC=C(C=C2)Cl)C(Cl)Cl)Cl. (3) Drug 1: CC(C1=C(C=CC(=C1Cl)F)Cl)OC2=C(N=CC(=C2)C3=CN(N=C3)C4CCNCC4)N. Drug 2: C1=CC=C(C(=C1)C(C2=CC=C(C=C2)Cl)C(Cl)Cl)Cl. Cell line: RPMI-8226. Synergy scores: CSS=6.31, Synergy_ZIP=5.84, Synergy_Bliss=12.5, Synergy_Loewe=4.33, Synergy_HSA=6.36. (4) Drug 1: CC1C(C(CC(O1)OC2CC(OC(C2O)C)OC3=CC4=CC5=C(C(=O)C(C(C5)C(C(=O)C(C(C)O)O)OC)OC6CC(C(C(O6)C)O)OC7CC(C(C(O7)C)O)OC8CC(C(C(O8)C)O)(C)O)C(=C4C(=C3C)O)O)O)O. Drug 2: CC1CCCC2(C(O2)CC(NC(=O)CC(C(C(=O)C(C1O)C)(C)C)O)C(=CC3=CSC(=N3)C)C)C. Cell line: A498. Synergy scores: CSS=50.6, Synergy_ZIP=0.234, Synergy_Bliss=-0.260, Synergy_Loewe=-0.427, Synergy_HSA=1.26. (5) Drug 1: CCC1=C2CN3C(=CC4=C(C3=O)COC(=O)C4(CC)O)C2=NC5=C1C=C(C=C5)O. Drug 2: C1CN1C2=NC(=NC(=N2)N3CC3)N4CC4. Cell line: HCT116. Synergy scores: CSS=61.7, Synergy_ZIP=-3.74, Synergy_Bliss=-4.74, Synergy_Loewe=-2.67, Synergy_HSA=1.44.